This data is from Peptide-MHC class II binding affinity with 134,281 pairs from IEDB. The task is: Regression. Given a peptide amino acid sequence and an MHC pseudo amino acid sequence, predict their binding affinity value. This is MHC class II binding data. (1) The MHC is H-2-IEd with pseudo-sequence H-2-IEd. The binding affinity (normalized) is 0.0384. The peptide sequence is HHLVEFEPPHAATIR. (2) The peptide sequence is EKFYFAATQFEPLAA. The MHC is HLA-DQA10401-DQB10402 with pseudo-sequence HLA-DQA10401-DQB10402. The binding affinity (normalized) is 0.698. (3) The binding affinity (normalized) is 0.353. The MHC is DRB5_0101 with pseudo-sequence DRB5_0101. The peptide sequence is PLVWHLERAETAATA. (4) The peptide sequence is EAKYDAYVATLSEALRIIAG. The MHC is DRB1_0802 with pseudo-sequence DRB1_0802. The binding affinity (normalized) is 0.509. (5) The peptide sequence is QIWLSQWFMNAVGHD. The MHC is DRB1_0101 with pseudo-sequence DRB1_0101. The binding affinity (normalized) is 0.787. (6) The peptide sequence is NKFVSPKSVIGTFVA. The MHC is DRB1_0301 with pseudo-sequence DRB1_0301. The binding affinity (normalized) is 0.278. (7) The peptide sequence is IIELFTAKGFTVQEM. The MHC is DRB3_0101 with pseudo-sequence DRB3_0101. The binding affinity (normalized) is 0.231. (8) The peptide sequence is KEAIEERVERIKSEY. The MHC is DRB1_0901 with pseudo-sequence DRB1_0901. The binding affinity (normalized) is 0.165.